From a dataset of Catalyst prediction with 721,799 reactions and 888 catalyst types from USPTO. Predict which catalyst facilitates the given reaction. Reactant: C[O:2][C:3](=[O:40])[C:4]1[CH:9]=[CH:8][C:7]([S:10](=[O:39])(=[O:38])[N:11]([C:13]2[C:14]([CH3:37])=[N:15][C:16]([O:19][CH2:20][C:21]3[N:22]([C:29]4[C:34]([Cl:35])=[CH:33][CH:32]=[CH:31][C:30]=4[Cl:36])[N:23]=[N:24][C:25]=3[CH:26]([CH3:28])[CH3:27])=[CH:17][CH:18]=2)[CH3:12])=[CH:6][CH:5]=1.[OH-].[Na+].O. Product: [Cl:36][C:30]1[CH:31]=[CH:32][CH:33]=[C:34]([Cl:35])[C:29]=1[N:22]1[C:21]([CH2:20][O:19][C:16]2[N:15]=[C:14]([CH3:37])[C:13]([N:11]([CH3:12])[S:10]([C:7]3[CH:8]=[CH:9][C:4]([C:3]([OH:40])=[O:2])=[CH:5][CH:6]=3)(=[O:39])=[O:38])=[CH:18][CH:17]=2)=[C:25]([CH:26]([CH3:28])[CH3:27])[N:24]=[N:23]1. The catalyst class is: 5.